Dataset: Forward reaction prediction with 1.9M reactions from USPTO patents (1976-2016). Task: Predict the product of the given reaction. (1) Given the reactants [NH:1]1[C:5]2[CH:6]=[CH:7][CH:8]=[CH:9][C:4]=2[N:3]=[C:2]1[CH2:10][N:11]([CH2:22][C:23]1[CH:30]=[CH:29][C:26]([CH:27]=O)=[CH:25][CH:24]=1)[CH:12]1[C:21]2[N:20]=[CH:19][CH:18]=[CH:17][C:16]=2[CH2:15][CH2:14][CH2:13]1.[NH2:31][C:32]1[NH:33][C:34]2[CH:40]=[CH:39][CH:38]=[CH:37][C:35]=2[N:36]=1.[BH3-]C#N.[Na+], predict the reaction product. The product is: [NH:33]1[C:34]2[CH:40]=[CH:39][CH:38]=[CH:37][C:35]=2[N:36]=[C:32]1[NH:31][CH2:27][C:26]1[CH:29]=[CH:30][C:23]([CH2:22][N:11]([CH2:10][C:2]2[NH:3][C:4]3[CH:9]=[CH:8][CH:7]=[CH:6][C:5]=3[N:1]=2)[CH:12]2[C:21]3[N:20]=[CH:19][CH:18]=[CH:17][C:16]=3[CH2:15][CH2:14][CH2:13]2)=[CH:24][CH:25]=1. (2) The product is: [CH3:14][Si:15]([C:18]#[C:19][C:2]1[C:7]([CH2:8][CH2:9][NH:10][C:11](=[O:13])[CH3:12])=[CH:6][CH:5]=[CH:4][N:3]=1)([CH3:17])[CH3:16]. Given the reactants Br[C:2]1[C:7]([CH2:8][CH2:9][NH:10][C:11](=[O:13])[CH3:12])=[CH:6][CH:5]=[CH:4][N:3]=1.[CH3:14][Si:15]([C:18]#[CH:19])([CH3:17])[CH3:16].C(N(CC)CC)C, predict the reaction product. (3) Given the reactants [CH2:1]([O:4][C:5]1[CH:10]=[CH:9][C:8]([C:11]2[CH:15]=[C:14]([CH2:16][C:17]([OH:19])=[O:18])[O:13][N:12]=2)=[C:7]([C:20]([F:23])([F:22])[F:21])[CH:6]=1)[CH2:2][CH3:3].[CH3:24][CH2:25]O.CCN=C=NCCCN(C)C.Cl, predict the reaction product. The product is: [CH2:1]([O:4][C:5]1[CH:10]=[CH:9][C:8]([C:11]2[CH:15]=[C:14]([CH2:16][C:17]([O:19][CH2:24][CH3:25])=[O:18])[O:13][N:12]=2)=[C:7]([C:20]([F:22])([F:23])[F:21])[CH:6]=1)[CH2:2][CH3:3]. (4) Given the reactants [CH3:1][N:2]([CH3:7])[CH2:3][CH2:4][NH:5][CH3:6].[O:8]=[C:9]1[CH2:17][C:16]2[C:11](=[CH:12][CH:13]=[C:14]([S:18](Cl)(=[O:20])=[O:19])[CH:15]=2)[NH:10]1, predict the reaction product. The product is: [CH3:1][N:2]([CH3:7])[CH2:3][CH2:4][N:5]([CH3:6])[S:18]([C:14]1[CH:15]=[C:16]2[C:11](=[CH:12][CH:13]=1)[NH:10][C:9](=[O:8])[CH2:17]2)(=[O:19])=[O:20].